Dataset: Full USPTO retrosynthesis dataset with 1.9M reactions from patents (1976-2016). Task: Predict the reactants needed to synthesize the given product. (1) Given the product [Cl:1][C:2]1[CH:9]=[CH:8][C:5]([C:6]#[N:7])=[C:4]([O:11][C:12]2[CH:19]=[CH:18][C:15]([CH:16]=[O:17])=[C:14]([O:20][CH3:21])[CH:13]=2)[CH:3]=1, predict the reactants needed to synthesize it. The reactants are: [Cl:1][C:2]1[CH:9]=[CH:8][C:5]([C:6]#[N:7])=[C:4](F)[CH:3]=1.[OH:11][C:12]1[CH:19]=[CH:18][C:15]([CH:16]=[O:17])=[C:14]([O:20][CH3:21])[CH:13]=1.C(=O)([O-])[O-].[Cs+].[Cs+].O. (2) Given the product [F:1][C:2]1[CH:7]=[CH:6][C:5]([CH2:8][C:9]2[CH:18]=[C:17]3[C:12]([C:13]([OH:32])=[C:14]([C:27]([NH:36][CH2:35][CH2:33][OH:34])=[O:28])[C:15](=[O:26])[N:16]3[CH2:19][CH2:20][NH:21][S:22]([CH3:25])(=[O:24])=[O:23])=[N:11][CH:10]=2)=[CH:4][CH:3]=1, predict the reactants needed to synthesize it. The reactants are: [F:1][C:2]1[CH:7]=[CH:6][C:5]([CH2:8][C:9]2[CH:18]=[C:17]3[C:12]([C:13]([OH:32])=[C:14]([C:27](OCC)=[O:28])[C:15](=[O:26])[N:16]3[CH2:19][CH2:20][NH:21][S:22]([CH3:25])(=[O:24])=[O:23])=[N:11][CH:10]=2)=[CH:4][CH:3]=1.[CH2:33]([CH2:35][NH2:36])[OH:34]. (3) Given the product [CH2:13]([O:11][C:10](=[O:12])[CH2:9][CH2:8][C:4]1[CH:5]=[CH:6][CH:7]=[C:2]([Br:1])[CH:3]=1)[CH3:14], predict the reactants needed to synthesize it. The reactants are: [Br:1][C:2]1[CH:3]=[C:4]([CH2:8][CH2:9][C:10]([OH:12])=[O:11])[CH:5]=[CH:6][CH:7]=1.[C:13](Cl)(=O)[C:14](Cl)=O. (4) Given the product [F:19][C:20]1[CH:25]=[C:24]([F:26])[CH:23]=[CH:22][C:21]=1[S:27]([N:6]([CH2:5][C:4]1[CH:7]=[CH:8][C:9]([O:11][CH3:12])=[CH:10][C:3]=1[O:2][CH3:1])[C:31](=[O:32])[O:33][C:34]([CH3:37])([CH3:36])[CH3:35])(=[O:29])=[O:28], predict the reactants needed to synthesize it. The reactants are: [CH3:1][O:2][C:3]1[CH:10]=[C:9]([O:11][CH3:12])[CH:8]=[CH:7][C:4]=1[CH2:5][NH2:6].N1C=CC=CC=1.[F:19][C:20]1[CH:25]=[C:24]([F:26])[CH:23]=[CH:22][C:21]=1[S:27](Cl)(=[O:29])=[O:28].[C:31](O[C:31]([O:33][C:34]([CH3:37])([CH3:36])[CH3:35])=[O:32])([O:33][C:34]([CH3:37])([CH3:36])[CH3:35])=[O:32].CN(C1C=CC=CN=1)C.